From a dataset of Reaction yield outcomes from USPTO patents with 853,638 reactions. Predict the reaction yield, written as a fraction of the theoretical maximum amount of product (1.0 means a 100% yield; for example, 0.34 means a 34% yield). (1) The reactants are [CH3:13][C:12]([O:11][C:9](O[C:9]([O:11][C:12]([CH3:15])([CH3:14])[CH3:13])=[O:10])=[O:10])([CH3:15])[CH3:14].CCOC(C)=O.[C:22]([NH:29][O:30][CH2:31][C:32]1[CH:37]=[CH:36][CH:35]=[CH:34][CH:33]=1)([O:24][C:25]([CH3:28])([CH3:27])[CH3:26])=[O:23]. The catalyst is C(#N)C.CN(C1C=CN=CC=1)C. The product is [C:22]([N:29]([C:9]([O:11][C:12]([CH3:13])([CH3:14])[CH3:15])=[O:10])[O:30][CH2:31][C:32]1[CH:33]=[CH:34][CH:35]=[CH:36][CH:37]=1)([O:24][C:25]([CH3:28])([CH3:27])[CH3:26])=[O:23]. The yield is 0.920. (2) The catalyst is C(Cl)Cl. The yield is 1.00. The reactants are [C:1](Cl)(=[O:5])[C:2](Cl)=O.CS(C)=O.[CH2:11]([O:18][C:19](=[O:31])[NH:20][CH:21]([C:25]1[CH:30]=[CH:29][CH:28]=[CH:27][CH:26]=1)[CH2:22]CO)[C:12]1[CH:17]=[CH:16][CH:15]=[CH:14][CH:13]=1. The product is [CH2:11]([O:18][C:19](=[O:31])[NH:20][CH:21]([C:25]1[CH:30]=[CH:29][CH:28]=[CH:27][CH:26]=1)[CH2:22][CH2:2][CH:1]=[O:5])[C:12]1[CH:13]=[CH:14][CH:15]=[CH:16][CH:17]=1. (3) The reactants are [NH2:1][C@@H:2]([CH2:36][CH2:37][C:38]1[CH:43]=[CH:42][CH:41]=[CH:40][CH:39]=1)[C:3]([NH:5][C@@H:6]([CH2:29][C:30]1[CH:35]=[CH:34][CH:33]=[CH:32][CH:31]=1)[C:7]([NH:9][C@H:10]([B:16]1[O:20][C@@H:19]2[CH2:21][C@@H:22]3[CH2:25][C@H:24]([C@:18]2([CH3:28])[O:17]1)[C:23]3([CH3:27])[CH3:26])[CH2:11][CH:12]1[CH2:15][CH2:14][CH2:13]1)=[O:8])=[O:4].C(#N)C.[C:47](OC(=O)C)(=[O:49])[CH3:48].C(N(CC)C(C)C)(C)C. No catalyst specified. The product is [C:47]([NH:1][C@@H:2]([CH2:36][CH2:37][C:38]1[CH:43]=[CH:42][CH:41]=[CH:40][CH:39]=1)[C:3]([NH:5][C@@H:6]([CH2:29][C:30]1[CH:35]=[CH:34][CH:33]=[CH:32][CH:31]=1)[C:7]([NH:9][C@H:10]([B:16]1[O:20][C@@H:19]2[CH2:21][C@@H:22]3[CH2:25][C@H:24]([C@:18]2([CH3:28])[O:17]1)[C:23]3([CH3:26])[CH3:27])[CH2:11][CH:12]1[CH2:15][CH2:14][CH2:13]1)=[O:8])=[O:4])(=[O:49])[CH3:48]. The yield is 0.530. (4) The reactants are C([O:3][C:4]([C@H:6]1[CH2:11][CH2:10][C@H:9]([O:12][C:13]2[CH:18]=[N:17][CH:16]=[CH:15][N:14]=2)[CH2:8][CH2:7]1)=O)C.O.[NH2:20][NH2:21]. No catalyst specified. The product is [N:14]1[CH:15]=[CH:16][N:17]=[CH:18][C:13]=1[O:12][C@H:9]1[CH2:10][CH2:11][C@H:6]([C:4]([NH:20][NH2:21])=[O:3])[CH2:7][CH2:8]1. The yield is 0.230. (5) The reactants are [OH-].[Na+].[ClH:3].Cl.[CH3:5][N:6]1[C:10]2[CH:11]=[C:12]([O:15][C:16]3[CH:21]=[CH:20][CH:19]=[C:18]([N:22]4[CH2:27][CH2:26][O:25][CH2:24][CH2:23]4)[CH:17]=3)[CH:13]=[CH:14][C:9]=2[N:8]=[C:7]1[CH2:28][O:29][C:30]1[CH:40]=[CH:39][C:33]([C:34]([O:36]CC)=[O:35])=[CH:32][CH:31]=1.Cl. The catalyst is O1CCOCC1. The product is [ClH:3].[ClH:3].[CH3:5][N:6]1[C:10]2[CH:11]=[C:12]([O:15][C:16]3[CH:21]=[CH:20][CH:19]=[C:18]([N:22]4[CH2:27][CH2:26][O:25][CH2:24][CH2:23]4)[CH:17]=3)[CH:13]=[CH:14][C:9]=2[N:8]=[C:7]1[CH2:28][O:29][C:30]1[CH:31]=[CH:32][C:33]([C:34]([OH:36])=[O:35])=[CH:39][CH:40]=1. The yield is 0.590. (6) The reactants are [H-].[Na+].F[C:4]1[CH:9]=[CH:8][C:7]([N+:10]([O-:12])=[O:11])=[CH:6][CH:5]=1.[F:13][C:14]1[CH:19]=[CH:18][C:17]([F:20])=[CH:16][C:15]=1[OH:21]. The catalyst is CN(C)C=O.O.Cl[Cu]. The product is [F:13][C:14]1[CH:19]=[CH:18][C:17]([F:20])=[CH:16][C:15]=1[O:21][C:4]1[CH:9]=[CH:8][C:7]([N+:10]([O-:12])=[O:11])=[CH:6][CH:5]=1. The yield is 0.810. (7) The yield is 0.700. The product is [F:25][C:2]([F:1])([F:26])[CH2:3][N:4]1[C:8]([C:9]2[CH:10]=[C:11]3[N:17]([N:18]=2)[C:16]2[CH:19]=[C:20]([CH:23]=[O:24])[CH:21]=[CH:22][C:15]=2[O:14][CH2:13][CH2:12]3)=[N:7][CH:6]=[N:5]1. The catalyst is C(Cl)Cl. The reactants are [F:1][C:2]([F:26])([F:25])[CH2:3][N:4]1[C:8]([C:9]2[CH:10]=[C:11]3[N:17]([N:18]=2)[C:16]2[CH:19]=[C:20]([CH2:23][OH:24])[CH:21]=[CH:22][C:15]=2[O:14][CH2:13][CH2:12]3)=[N:7][CH:6]=[N:5]1.CC(OI1(OC(C)=O)(OC(C)=O)OC(=O)C2C=CC=CC1=2)=O.